Predict which catalyst facilitates the given reaction. From a dataset of Catalyst prediction with 721,799 reactions and 888 catalyst types from USPTO. (1) Reactant: Br[C:2]1[CH:3]=[C:4]([NH:22][CH:23]2[CH2:27][CH2:26][CH2:25][CH2:24]2)[C:5]([CH3:21])=[C:6]([CH:20]=1)[C:7]([NH:9][CH2:10][C:11]1[C:12](=[O:19])[NH:13][C:14]([CH3:18])=[CH:15][C:16]=1[CH3:17])=[O:8].[CH:28]([C:30]1[CH:35]=[CH:34][C:33](B(O)O)=[CH:32][CH:31]=1)=[O:29].C([O-])([O-])=O.[Na+].[Na+]. Product: [CH:23]1([NH:22][C:4]2[C:5]([CH3:21])=[C:6]([C:7]([NH:9][CH2:10][C:11]3[C:12](=[O:19])[NH:13][C:14]([CH3:18])=[CH:15][C:16]=3[CH3:17])=[O:8])[CH:20]=[C:2]([C:33]3[CH:34]=[CH:35][C:30]([CH:28]=[O:29])=[CH:31][CH:32]=3)[CH:3]=2)[CH2:27][CH2:26][CH2:25][CH2:24]1. The catalyst class is: 77. (2) Reactant: [CH2:1]([O:3][C:4]1[CH:9]=[CH:8][C:7]([CH3:10])=[C:6]([N+:11]([O-:13])=[O:12])[CH:5]=1)[CH3:2].[Br:14]N1C(=O)CCC1=O.N(C(C)(C)C#N)=NC(C)(C)C#N. Product: [Br:14][CH2:10][C:7]1[CH:8]=[CH:9][C:4]([O:3][CH2:1][CH3:2])=[CH:5][C:6]=1[N+:11]([O-:13])=[O:12]. The catalyst class is: 13. (3) Reactant: Br[C:2]1[CH:6]=[CH:5][S:4][CH:3]=1.[Li]CCCC.[F:12][C:13]([F:37])([C:31]1[CH:36]=[CH:35][CH:34]=[CH:33][N:32]=1)[CH:14]=[N:15][C@H:16]([C:22]12[O:29][CH2:28][C:25]([CH3:30])([CH2:26][O:27]1)[CH2:24][O:23]2)[CH2:17][C:18]([CH3:21])([CH3:20])[CH3:19]. Product: [F:37][C:13]([F:12])([C:31]1[CH:36]=[CH:35][CH:34]=[CH:33][N:32]=1)[C@@H:14]([NH:15][C@H:16]([C:22]12[O:23][CH2:24][C:25]([CH3:30])([CH2:26][O:27]1)[CH2:28][O:29]2)[CH2:17][C:18]([CH3:21])([CH3:20])[CH3:19])[C:2]1[CH:6]=[CH:5][S:4][CH:3]=1. The catalyst class is: 28.